Dataset: Catalyst prediction with 721,799 reactions and 888 catalyst types from USPTO. Task: Predict which catalyst facilitates the given reaction. (1) Reactant: [C:1]([NH:4][NH:5][C:6]([CH:8]1[CH2:13][CH2:12][N:11]([C:14]2[N:19]=[CH:18][C:17]([NH:20][C:21]([C:23]3[N:24]=[C:25]([C:32]4[CH:37]=[CH:36][CH:35]=[CH:34][CH:33]=4)[O:26][C:27]=3[C:28]([F:31])([F:30])[F:29])=[O:22])=[CH:16][CH:15]=2)[CH2:10][CH2:9]1)=O)(=[O:3])[CH3:2].S(Cl)(C1C=CC(C)=CC=1)(=O)=O.CCN(P1(N(CC2C=CC=CC=2)CCCN1C)=NC(C)(C)C)CC.C=CC1C=CC=CC=1.C=CC1C=CC(C=C)=CC=1.C(OCC)C. Product: [CH3:2][C:1]1[O:3][C:6]([CH:8]2[CH2:13][CH2:12][N:11]([C:14]3[N:19]=[CH:18][C:17]([NH:20][C:21]([C:23]4[N:24]=[C:25]([C:32]5[CH:33]=[CH:34][CH:35]=[CH:36][CH:37]=5)[O:26][C:27]=4[C:28]([F:30])([F:29])[F:31])=[O:22])=[CH:16][CH:15]=3)[CH2:10][CH2:9]2)=[N:5][N:4]=1. The catalyst class is: 35. (2) Product: [CH:15]([O:18][C:2]1[CH:10]=[CH:9][C:8]([S:11]([CH3:14])(=[O:13])=[O:12])=[CH:7][C:3]=1[C:4]([OH:6])=[O:5])([CH3:17])[CH3:16]. The catalyst class is: 424. Reactant: Cl[C:2]1[CH:10]=[CH:9][C:8]([S:11]([CH3:14])(=[O:13])=[O:12])=[CH:7][C:3]=1[C:4]([OH:6])=[O:5].[CH:15]([OH:18])([CH3:17])[CH3:16]. (3) Reactant: C[Si]([N-][Si](C)(C)C)(C)C.[Na+].O1CCCC1.Cl[C:17]1[C:26]2[C:21](=[CH:22][C:23]([O:29][CH3:30])=[C:24]([O:27][CH3:28])[CH:25]=2)[N:20]=[CH:19][N:18]=1.[Cl:31][C:32]1[CH:40]=[C:39]([C:41]#[C:42][CH2:43][O:44][CH3:45])[C:35]2[O:36][CH2:37][O:38][C:34]=2[C:33]=1[NH2:46].[Cl-].[NH4+]. Product: [Cl:31][C:32]1[CH:40]=[C:39]([C:41]#[C:42][CH2:43][O:44][CH3:45])[C:35]2[O:36][CH2:37][O:38][C:34]=2[C:33]=1[NH:46][C:17]1[C:26]2[C:21](=[CH:22][C:23]([O:29][CH3:30])=[C:24]([O:27][CH3:28])[CH:25]=2)[N:20]=[CH:19][N:18]=1. The catalyst class is: 9.